From a dataset of Peptide-MHC class II binding affinity with 134,281 pairs from IEDB. Regression. Given a peptide amino acid sequence and an MHC pseudo amino acid sequence, predict their binding affinity value. This is MHC class II binding data. (1) The peptide sequence is PKGISRMSMAMGTMA. The MHC is HLA-DQA10501-DQB10402 with pseudo-sequence HLA-DQA10501-DQB10402. The binding affinity (normalized) is 0.589. (2) The binding affinity (normalized) is 0.0822. The peptide sequence is RHIVGKPCPKPHRLN. The MHC is DRB4_0101 with pseudo-sequence DRB4_0103. (3) The peptide sequence is HMAKEDLVANQPNLK. The MHC is DRB1_0101 with pseudo-sequence DRB1_0101. The binding affinity (normalized) is 0.209. (4) The binding affinity (normalized) is 0.595. The MHC is DRB5_0101 with pseudo-sequence DRB5_0101. The peptide sequence is YGIIVPVLTSLFNKV. (5) The peptide sequence is YDKFLANVSTLLTGK. The MHC is DRB1_0401 with pseudo-sequence DRB1_0401. The binding affinity (normalized) is 0.716. (6) The peptide sequence is AAHSAAFEDLRVSSY. The MHC is DRB1_1501 with pseudo-sequence DRB1_1501. The binding affinity (normalized) is 0.225. (7) The peptide sequence is TKETETEAPAAPAEG. The MHC is DRB1_1101 with pseudo-sequence DRB1_1101. The binding affinity (normalized) is 0. (8) The peptide sequence is GLVTEFPSTAAAYFR. The MHC is HLA-DPA10201-DPB10101 with pseudo-sequence HLA-DPA10201-DPB10101. The binding affinity (normalized) is 0.541.